Dataset: Merck oncology drug combination screen with 23,052 pairs across 39 cell lines. Task: Regression. Given two drug SMILES strings and cell line genomic features, predict the synergy score measuring deviation from expected non-interaction effect. Drug 1: CCC1=CC2CN(C1)Cc1c([nH]c3ccccc13)C(C(=O)OC)(c1cc3c(cc1OC)N(C)C1C(O)(C(=O)OC)C(OC(C)=O)C4(CC)C=CCN5CCC31C54)C2. Drug 2: CS(=O)(=O)CCNCc1ccc(-c2ccc3ncnc(Nc4ccc(OCc5cccc(F)c5)c(Cl)c4)c3c2)o1. Cell line: A2780. Synergy scores: synergy=-9.75.